This data is from Forward reaction prediction with 1.9M reactions from USPTO patents (1976-2016). The task is: Predict the product of the given reaction. (1) Given the reactants O.[OH-].[Li+].C[O:5][C:6](=[O:31])[C:7]1[CH:12]=[CH:11][C:10]([N:13]2[CH:17]=[C:16]([C:18]3[N:19]([CH3:30])[N:20]=[N:21][C:22]=3[C:23]3[CH:28]=[CH:27][C:26]([F:29])=[CH:25][CH:24]=3)[N:15]=[CH:14]2)=[CH:9][CH:8]=1, predict the reaction product. The product is: [F:29][C:26]1[CH:27]=[CH:28][C:23]([C:22]2[N:21]=[N:20][N:19]([CH3:30])[C:18]=2[C:16]2[N:15]=[CH:14][N:13]([C:10]3[CH:9]=[CH:8][C:7]([C:6]([OH:31])=[O:5])=[CH:12][CH:11]=3)[CH:17]=2)=[CH:24][CH:25]=1. (2) Given the reactants [F:1][C:2]([F:17])([F:16])[C:3]1[CH:15]=[CH:14][C:6]2[S:7][C:8]([C:10](OC)=[O:11])=[CH:9][C:5]=2[CH:4]=1.O.[NH2:19][NH2:20], predict the reaction product. The product is: [NH2:19][NH:20][C:10]([C:8]1[S:7][C:6]2[CH:14]=[CH:15][C:3]([C:2]([F:17])([F:16])[F:1])=[CH:4][C:5]=2[CH:9]=1)=[O:11]. (3) The product is: [NH4+:4].[OH-:16].[Cl:2][C:3]1[CH:12]=[CH:11][C:10]2[CH2:9][N:8]([CH2:14][C:15]([N:17]3[CH2:22][CH2:21][N:20]([CH:23]4[CH2:26][CH2:25][CH2:24]4)[CH2:19][CH2:18]3)=[O:16])[CH2:7][CH2:6][C:5]=2[N:4]=1. Given the reactants Cl.[Cl:2][C:3]1[CH:12]=[CH:11][C:10]2[CH2:9][NH:8][CH2:7][CH2:6][C:5]=2[N:4]=1.Cl[CH2:14][C:15]([N:17]1[CH2:22][CH2:21][N:20]([CH:23]2[CH2:26][CH2:25][CH2:24]2)[CH2:19][CH2:18]1)=[O:16].C([O-])([O-])=O.[K+].[K+], predict the reaction product. (4) The product is: [CH3:1][C:2]1[N:3]=[N:4][N:5]([CH2:7][C:8]2[CH:13]=[C:12]([C:14]([F:17])([F:16])[F:15])[CH:11]=[CH:10][C:9]=2/[CH:18]=[CH:19]/[C:20]([N:22]2[CH2:27][CH2:26][N:25]([CH2:34][C:31]3[CH:30]=[C:29]([CH3:28])[O:33][N:32]=3)[CH2:24][CH2:23]2)=[O:21])[N:6]=1. Given the reactants [CH3:1][C:2]1[N:3]=[N:4][N:5]([CH2:7][C:8]2[CH:13]=[C:12]([C:14]([F:17])([F:16])[F:15])[CH:11]=[CH:10][C:9]=2/[CH:18]=[CH:19]/[C:20]([N:22]2[CH2:27][CH2:26][NH:25][CH2:24][CH2:23]2)=[O:21])[N:6]=1.[CH3:28][C:29]1[O:33][N:32]=[C:31]([CH:34]=O)[CH:30]=1, predict the reaction product. (5) Given the reactants [F:1][C@@H:2]1[CH2:7][C@H:6]2[C@H:8]3[C@H:18]([CH2:19][CH2:20][C@:4]2([CH3:5])[C:3]1=[O:21])[C@:16]1([CH3:17])[C@H:11]([CH2:12][CH2:13][CH2:14][CH2:15]1)[CH2:10][CH2:9]3.C[OH:23], predict the reaction product. The product is: [OH:23][CH:9]1[CH2:10][C@@H:11]2[C@:16]([CH3:17])([CH2:15][CH2:14][CH2:13][CH2:12]2)[C@@H:18]2[C@@H:8]1[C@H:6]1[C@@:4]([CH2:20][CH2:19]2)([CH3:5])[C:3](=[O:21])[C@H:2]([F:1])[CH2:7]1.